Dataset: Forward reaction prediction with 1.9M reactions from USPTO patents (1976-2016). Task: Predict the product of the given reaction. Given the reactants Cl[C:2](=[CH2:26])[CH2:3][N:4]([CH2:17][CH:18](O)[C:19]1[CH:24]=[CH:23][CH:22]=[CH:21][CH:20]=1)[S:5]([C:8]1[CH:13]=[CH:12][C:11]([N+:14]([O-:16])=[O:15])=[CH:10][CH:9]=1)(=[O:7])=[O:6].[OH:27]S(O)(=O)=O, predict the reaction product. The product is: [N+:14]([C:11]1[CH:10]=[CH:9][C:8]([S:5]([N:4]2[CH2:17][CH:18]([C:19]3[CH:24]=[CH:23][CH:22]=[CH:21][CH:20]=3)[CH2:26][C:2](=[O:27])[CH2:3]2)(=[O:7])=[O:6])=[CH:13][CH:12]=1)([O-:16])=[O:15].